Dataset: Catalyst prediction with 721,799 reactions and 888 catalyst types from USPTO. Task: Predict which catalyst facilitates the given reaction. Reactant: Cl[C:2]1[C:11]2[C:6](=[CH:7][CH:8]=[CH:9][CH:10]=2)[CH:5]=[C:4]([C:12]([C:14]2[CH:19]=[CH:18][C:17]([F:20])=[CH:16][CH:15]=2)=[O:13])[N:3]=1.[NH2:21][C:22]1[CH:26]=[C:25]([CH3:27])[N:24]([C:28]([O:30][C:31]([CH3:34])([CH3:33])[CH3:32])=[O:29])[N:23]=1.C1(P(C2C=CC=CC=2)C2C3OC4C(=CC=CC=4P(C4C=CC=CC=4)C4C=CC=CC=4)C(C)(C)C=3C=CC=2)C=CC=CC=1.C(=O)([O-])[O-].[Cs+].[Cs+]. The catalyst class is: 110. Product: [F:20][C:17]1[CH:18]=[CH:19][C:14]([C:12]([C:4]2[N:3]=[C:2]([NH:21][C:22]3[CH:26]=[C:25]([CH3:27])[N:24]([C:28]([O:30][C:31]([CH3:34])([CH3:33])[CH3:32])=[O:29])[N:23]=3)[C:11]3[C:6]([CH:5]=2)=[CH:7][CH:8]=[CH:9][CH:10]=3)=[O:13])=[CH:15][CH:16]=1.